Dataset: Reaction yield outcomes from USPTO patents with 853,638 reactions. Task: Predict the reaction yield, written as a fraction of the theoretical maximum amount of product (1.0 means a 100% yield; for example, 0.34 means a 34% yield). (1) The reactants are [Cl:1][C:2]1[CH:7]=[CH:6][C:5]([OH:8])=[CH:4][N:3]=1.[CH3:9][N:10]([CH3:23])[CH2:11][CH2:12][O:13][C:14]1[CH:15]=[C:16](B(O)O)[CH:17]=[CH:18][CH:19]=1.C(N(CC)CC)C. The catalyst is ClCCl.C([O-])(=O)C.[Cu+2].C([O-])(=O)C. The product is [Cl:1][C:2]1[N:3]=[CH:4][C:5]([O:8][C:18]2[CH:19]=[C:14]([CH:15]=[CH:16][CH:17]=2)[O:13][CH2:12][CH2:11][N:10]([CH3:23])[CH3:9])=[CH:6][CH:7]=1. The yield is 0.150. (2) The reactants are [CH3:1][C:2]([CH3:7])([CH3:6])[C:3]([NH2:5])=[O:4].C(Cl)(=O)[C:9](Cl)=[O:10].[S:14]1[C:18]([C:19]2[CH:24]=[C:23]([O:25][C:26]3[CH:27]=[CH:28][C:29]([NH2:32])=[N:30][CH:31]=3)[CH:22]=[CH:21][N:20]=2)=[CH:17][N:16]=[CH:15]1.O. The catalyst is ClCCCl.C1COCC1. The product is [S:14]1[C:18]([C:19]2[CH:24]=[C:23]([O:25][C:26]3[CH:27]=[CH:28][C:29]([NH:32][C:9]([NH:5][C:3](=[O:4])[C:2]([CH3:7])([CH3:6])[CH3:1])=[O:10])=[N:30][CH:31]=3)[CH:22]=[CH:21][N:20]=2)=[CH:17][N:16]=[CH:15]1. The yield is 0.380. (3) The reactants are Br[C:2]1[CH:7]=[CH:6][CH:5]=[CH:4][C:3]=1[CH2:8][C:9]([CH:12]1[CH2:17][CH2:16][N:15]([C:18]([O:20][C:21]([CH3:24])([CH3:23])[CH3:22])=[O:19])[CH2:14][CH2:13]1)([OH:11])[CH3:10].C1C=CC(P(C2C(C3C(P(C4C=CC=CC=4)C4C=CC=CC=4)=CC=C4C=3C=CC=C4)=C3C(C=CC=C3)=CC=2)C2C=CC=CC=2)=CC=1.C([O-])([O-])=O.[K+].[K+]. The catalyst is C1(C)C=CC=CC=1.CC([O-])=O.CC([O-])=O.[Pd+2]. The product is [CH3:10][C:9]1([CH:12]2[CH2:17][CH2:16][N:15]([C:18]([O:20][C:21]([CH3:24])([CH3:23])[CH3:22])=[O:19])[CH2:14][CH2:13]2)[CH2:8][C:3]2[CH:4]=[CH:5][CH:6]=[CH:7][C:2]=2[O:11]1. The yield is 0.970. (4) The reactants are [OH:1][C:2]12[CH2:11][CH:6]3[CH2:7][CH:8]([CH2:10][C:4]([C:12](O)=[O:13])([CH2:5]3)[CH2:3]1)[CH2:9]2.[S:15]1[CH:19]=[CH:18][CH:17]=[C:16]1[CH2:20][NH2:21].C(N(CC)CC)C.CCN=C=NCCCN(C)C. The catalyst is C(Cl)Cl.CN(C1C=CN=CC=1)C. The product is [S:15]1[CH:19]=[CH:18][CH:17]=[C:16]1[CH2:20][NH:21][C:12]([C:4]12[CH2:5][CH:6]3[CH2:7][CH:8]([CH2:9][C:2]([OH:1])([CH2:11]3)[CH2:3]1)[CH2:10]2)=[O:13]. The yield is 0.560. (5) The yield is 0.550. The catalyst is C1(C)C=CC=CC=1.CC([O-])=O.CC([O-])=O.[Pd+2]. The reactants are CC([O-])(C)C.[Na+].Cl[C:8]1[CH:14]=[CH:13][CH:12]=[CH:11][C:9]=1[NH2:10].Br[C:16]1[CH:21]=[C:20]([O:22][CH3:23])[CH:19]=[CH:18][C:17]=1[O:24][CH3:25]. The product is [CH3:25][O:24][C:17]1[C:16]2[NH:10][C:9]3[C:8](=[CH:14][CH:13]=[CH:12][CH:11]=3)[C:21]=2[C:20]([O:22][CH3:23])=[CH:19][CH:18]=1. (6) The reactants are [CH3:1][O:2][C:3]1[CH:4]=[CH:5][C:6]([CH:9]=O)=[CH:7][CH:8]=1.[C:11](#[N:15])[CH2:12][C:13]#[N:14].C(N(CC)CC)C.[CH3:23][O:24][C:25]1[CH:30]=[CH:29][C:28]([C:31]2[CH2:35][C:34](=[O:36])[N:33]([CH3:37])[N:32]=2)=[CH:27][CH:26]=1. The catalyst is C(O)C. The product is [NH2:14][C:13]1[O:36][C:34]2[N:33]([CH3:37])[N:32]=[C:31]([C:28]3[CH:27]=[CH:26][C:25]([O:24][CH3:23])=[CH:30][CH:29]=3)[C:35]=2[CH:9]([C:6]2[CH:7]=[CH:8][C:3]([O:2][CH3:1])=[CH:4][CH:5]=2)[C:12]=1[C:11]#[N:15]. The yield is 0.620. (7) The reactants are [CH2:1]([O:8][C:9]([NH:11][C:12]([C:32](=[O:34])[NH2:33])([CH2:18][C:19]([O:21][CH:22]1[CH:27]([CH:28]([CH3:30])[CH3:29])[CH2:26][CH2:25][CH:24]([CH3:31])[CH2:23]1)=[O:20])[C:13]([O:15][CH2:16][CH3:17])=[O:14])=[O:10])[C:2]1[CH:7]=[CH:6][CH:5]=[CH:4][CH:3]=1. The catalyst is CC(C)=O. The product is [CH2:1]([O:8][C:9]([NH:11][C@@:12]([C:32](=[O:34])[NH2:33])([CH2:18][C:19]([O:21][CH:22]1[CH:27]([CH:28]([CH3:30])[CH3:29])[CH2:26][CH2:25][CH:24]([CH3:31])[CH2:23]1)=[O:20])[C:13]([O:15][CH2:16][CH3:17])=[O:14])=[O:10])[C:2]1[CH:7]=[CH:6][CH:5]=[CH:4][CH:3]=1. The yield is 0.386. (8) The reactants are [N:1]1[C:8](Cl)=[N:7][C:5](Cl)=[N:4][C:2]=1Cl.C([N:13](CC)[CH:14]([CH3:16])[CH3:15])(C)C.[F:19][C:20]1C=C(C=[CH:26][C:27]=1N)OC.[CH:29]1([NH2:36])[CH2:35][CH2:34][CH2:33][CH2:32][CH2:31][CH2:30]1.[CH3:37][N:38]1[CH2:43][CH2:42][CH:41]([NH:44][CH3:45])[CH2:40][CH2:39]1.[C:46](=[O:49])(O)[O-].[Na+]. The catalyst is O1CCOCC1.CC#N.[Cl-].[Na+].O. The product is [CH:29]1([NH:36][C:2]2[N:4]=[C:5]([NH:13][C:14]3[CH:15]=[CH:26][C:27]([O:49][CH3:46])=[C:20]([F:19])[CH:16]=3)[N:7]=[C:8]([N:44]([CH3:45])[CH:41]3[CH2:42][CH2:43][N:38]([CH3:37])[CH2:39][CH2:40]3)[N:1]=2)[CH2:35][CH2:34][CH2:33][CH2:32][CH2:31][CH2:30]1. The yield is 0.280. (9) The reactants are Br[C:2]1[CH:11]=[CH:10][C:5]([C:6]([O:8]C)=[O:7])=[CH:4][C:3]=1[CH3:12].[F:13][C:14]([F:25])([F:24])[C:15]1[CH:20]=[CH:19][CH:18]=[CH:17][C:16]=1B(O)O.C(=O)([O-])[O-].[K+].[K+].[OH-].[Na+]. The catalyst is O1CCOCC1.C1CCC(P(C2CCCCC2)C2CCCCC2)CC1.C1CCC(P(C2CCCCC2)C2CCCCC2)CC1.[Cl-].[Cl-].[Pd+2].O. The product is [CH3:12][C:3]1[CH:4]=[C:5]([C:6]([OH:8])=[O:7])[CH:10]=[CH:11][C:2]=1[C:16]1[CH:17]=[CH:18][CH:19]=[CH:20][C:15]=1[C:14]([F:25])([F:24])[F:13]. The yield is 0.920.